Dataset: Full USPTO retrosynthesis dataset with 1.9M reactions from patents (1976-2016). Task: Predict the reactants needed to synthesize the given product. Given the product [F:15][C:16]1[CH:17]=[C:18]([CH:19]2[S:14][CH2:10][CH2:11][CH2:12][S:13]2)[CH:21]=[CH:22][CH:23]=1, predict the reactants needed to synthesize it. The reactants are: B(F)(F)F.CCOCC.[CH2:10]([SH:14])[CH2:11][CH2:12][SH:13].[F:15][C:16]1[CH:17]=[C:18]([CH:21]=[CH:22][CH:23]=1)[CH:19]=O.CCOC(C)=O.CCCCCC.